From a dataset of NCI-60 drug combinations with 297,098 pairs across 59 cell lines. Regression. Given two drug SMILES strings and cell line genomic features, predict the synergy score measuring deviation from expected non-interaction effect. (1) Drug 1: CC1OCC2C(O1)C(C(C(O2)OC3C4COC(=O)C4C(C5=CC6=C(C=C35)OCO6)C7=CC(=C(C(=C7)OC)O)OC)O)O. Drug 2: C1CN(CCN1C(=O)CCBr)C(=O)CCBr. Cell line: OVCAR-8. Synergy scores: CSS=19.4, Synergy_ZIP=-6.48, Synergy_Bliss=-1.33, Synergy_Loewe=-7.89, Synergy_HSA=0.751. (2) Drug 1: CC1=C2C(C(=O)C3(C(CC4C(C3C(C(C2(C)C)(CC1OC(=O)C(C(C5=CC=CC=C5)NC(=O)OC(C)(C)C)O)O)OC(=O)C6=CC=CC=C6)(CO4)OC(=O)C)OC)C)OC. Drug 2: CC1=C2C(C(=O)C3(C(CC4C(C3C(C(C2(C)C)(CC1OC(=O)C(C(C5=CC=CC=C5)NC(=O)OC(C)(C)C)O)O)OC(=O)C6=CC=CC=C6)(CO4)OC(=O)C)O)C)O. Cell line: M14. Synergy scores: CSS=43.7, Synergy_ZIP=-6.03, Synergy_Bliss=-7.98, Synergy_Loewe=-10.6, Synergy_HSA=-4.67. (3) Drug 1: CN(C)N=NC1=C(NC=N1)C(=O)N. Drug 2: C1=NC2=C(N=C(N=C2N1C3C(C(C(O3)CO)O)O)F)N. Cell line: MCF7. Synergy scores: CSS=-2.24, Synergy_ZIP=0.624, Synergy_Bliss=-1.51, Synergy_Loewe=-3.91, Synergy_HSA=-3.32.